This data is from Catalyst prediction with 721,799 reactions and 888 catalyst types from USPTO. The task is: Predict which catalyst facilitates the given reaction. (1) Reactant: [NH:1]1[CH:5]=[C:4]([CH2:6][N:7]([C@@H:25]([CH:27]2[CH2:30][CH2:29][CH2:28]2)[CH3:26])[C:8](=[O:24])[O:9][CH2:10][CH:11]2[C:23]3[CH:22]=[CH:21][CH:20]=[CH:19][C:18]=3[C:17]3[C:12]2=[CH:13][CH:14]=[CH:15][CH:16]=3)[N:3]=[N:2]1.[C:31]([O-])([O-])=O.[K+].[K+].CI. Product: [CH:27]1([C@H:25]([N:7]([CH2:6][C:4]2[N:3]=[N:2][N:1]([CH3:31])[CH:5]=2)[C:8](=[O:24])[O:9][CH2:10][CH:11]2[C:12]3[CH:13]=[CH:14][CH:15]=[CH:16][C:17]=3[C:18]3[C:23]2=[CH:22][CH:21]=[CH:20][CH:19]=3)[CH3:26])[CH2:28][CH2:29][CH2:30]1. The catalyst class is: 23. (2) Reactant: [OH:1][C:2]([C:5]1[N:10]=[CH:9][C:8]([C:11]2[S:15][C:14]([N+:16]([O-])=O)=[C:13]([C:19]([NH2:21])=[O:20])[CH:12]=2)=[CH:7][CH:6]=1)([CH3:4])[CH3:3]. Product: [NH2:16][C:14]1[S:15][C:11]([C:8]2[CH:9]=[N:10][C:5]([C:2]([OH:1])([CH3:3])[CH3:4])=[CH:6][CH:7]=2)=[CH:12][C:13]=1[C:19]([NH2:21])=[O:20]. The catalyst class is: 465. (3) Reactant: [C:1]([O:5][C:6]([N:8]([CH3:43])[C:9]1[N:14]=[C:13]([CH2:15]/[CH:16]=[CH:17]/[C:18]2[CH:19]=[C:20]([CH2:23][C@@H:24]([C:36]([O:38][C:39]([CH3:42])([CH3:41])[CH3:40])=[O:37])[NH:25][C:26]([C:28]3[C:33]([Cl:34])=[CH:32][CH:31]=[CH:30][C:29]=3[Cl:35])=[O:27])[S:21][CH:22]=2)[CH:12]=[CH:11][CH:10]=1)=[O:7])([CH3:4])([CH3:3])[CH3:2]. The catalyst class is: 696. Product: [C:1]([O:5][C:6]([N:8]([CH3:43])[C:9]1[N:14]=[C:13]([CH2:15][CH2:16][CH2:17][C:18]2[CH:19]=[C:20]([CH2:23][C@@H:24]([C:36]([O:38][C:39]([CH3:42])([CH3:41])[CH3:40])=[O:37])[NH:25][C:26]([C:28]3[C:33]([Cl:34])=[CH:32][CH:31]=[CH:30][C:29]=3[Cl:35])=[O:27])[S:21][CH:22]=2)[CH:12]=[CH:11][CH:10]=1)=[O:7])([CH3:4])([CH3:3])[CH3:2].